This data is from Reaction yield outcomes from USPTO patents with 853,638 reactions. The task is: Predict the reaction yield, written as a fraction of the theoretical maximum amount of product (1.0 means a 100% yield; for example, 0.34 means a 34% yield). (1) The reactants are C([O:3][C:4]([C:6]1[S:7][C:8]2[CH:9](CC)[CH2:10][O:11][C:12]3[CH:19]=[C:18]([F:20])[C:17]([Br:21])=[CH:16][C:13]=3[C:14]=2[N:15]=1)=[O:5])C.O1CCCC1.[Li+].[OH-].Cl. The catalyst is O. The product is [Br:21][C:17]1[C:18]([F:20])=[CH:19][C:12]2[O:11][CH2:10][CH2:9][C:8]3[S:7][C:6]([C:4]([OH:5])=[O:3])=[N:15][C:14]=3[C:13]=2[CH:16]=1. The yield is 0.800. (2) The reactants are [Cl:1][C:2]1[CH:3]=[C:4]([CH:7]=[CH:8][C:9]=1[O:10][CH2:11][CH2:12][CH2:13][N:14]1[CH2:20][CH2:19][CH2:18][N:17]([CH3:21])[CH2:16][CH2:15]1)[CH:5]=O.[C:22]([C:26]1[CH:27]=[C:28]([NH2:33])[C:29]([NH2:32])=[CH:30][CH:31]=1)([CH3:25])([CH3:24])[CH3:23]. No catalyst specified. The product is [C:22]([C:26]1[CH:31]=[CH:30][C:29]2[NH:32][C:5]([C:4]3[CH:7]=[CH:8][C:9]([O:10][CH2:11][CH2:12][CH2:13][N:14]4[CH2:20][CH2:19][CH2:18][N:17]([CH3:21])[CH2:16][CH2:15]4)=[C:2]([Cl:1])[CH:3]=3)=[N:33][C:28]=2[CH:27]=1)([CH3:25])([CH3:23])[CH3:24]. The yield is 0.340.